Dataset: Catalyst prediction with 721,799 reactions and 888 catalyst types from USPTO. Task: Predict which catalyst facilitates the given reaction. (1) Reactant: [CH2:1]([O:3][C:4]([C:6]1([NH:11][C:12]([CH:14]2[CH2:18][CH:17]([O:19][C:20]3[CH:25]=[C:24]([O:26][CH3:27])[N:23]=[C:22]([C:28]4[CH:33]=[CH:32][CH:31]=[CH:30][CH:29]=4)[N:21]=3)[CH2:16][CH:15]2[C:34](O)=[O:35])=[O:13])[CH2:8][CH:7]1[CH:9]=[CH2:10])=[O:5])[CH3:2].CCN(C(C)C)C(C)C.Cl.[CH3:47][NH:48][CH:49]=[CH:50][CH2:51][CH2:52][CH2:53][CH3:54].CN(C(ON1N=NC2C=CC=NC1=2)=[N+](C)C)C.F[P-](F)(F)(F)(F)F. Product: [CH2:1]([O:3][C:4]([C:6]1([NH:11][C:12]([CH:14]2[CH2:18][CH:17]([O:19][C:20]3[CH:25]=[C:24]([O:26][CH3:27])[N:23]=[C:22]([C:28]4[CH:29]=[CH:30][CH:31]=[CH:32][CH:33]=4)[N:21]=3)[CH2:16][CH:15]2[C:34](=[O:35])[N:48]([CH2:49][CH2:50][CH2:51][CH2:52][CH:53]=[CH2:54])[CH3:47])=[O:13])[CH2:8][CH:7]1[CH:9]=[CH2:10])=[O:5])[CH3:2]. The catalyst class is: 3. (2) Reactant: [CH3:1][N:2]([CH2:4][C:5]1[CH:23]=[CH:22][C:8](/[CH:9]=[N:10]/[C:11]2[CH:19]=[C:18]([F:20])[CH:17]=[C:16]3[C:12]=2[CH2:13][O:14][C:15]3=[O:21])=[CH:7][CH:6]=1)[CH3:3].[CH3:24][N:25]1[C:29]([CH:30]=O)=[N:28][CH:27]=[N:26]1.[CH3:32][CH2:33][O-:34].[Na+]. Product: [CH3:1][N:2]([CH2:4][C:5]1[CH:23]=[CH:22][C:8]([CH:9]2[CH:30]([C:29]3[N:25]([CH3:24])[N:26]=[CH:27][N:28]=3)[C:33](=[O:34])[C:32]3[C:16]([C:15]([O:14][CH2:13][CH3:12])=[O:21])=[CH:17][C:18]([F:20])=[CH:19][C:11]=3[NH:10]2)=[CH:7][CH:6]=1)[CH3:3]. The catalyst class is: 567. (3) Reactant: [CH2:1]([N:3]([CH2:36][CH3:37])[CH2:4][CH2:5][CH2:6][NH:7][C:8]1[N:9]=[C:10]([C:27]2[CH:28]=[C:29]([CH:33]=[CH:34][CH:35]=2)[C:30](O)=[O:31])[C:11]2[CH:17]=[CH:16][C:15](=[O:18])[N:14]([C:19]3[C:24]([F:25])=[CH:23][CH:22]=[CH:21][C:20]=3[F:26])[C:12]=2[N:13]=1)[CH3:2].CN(C(O[N:46]1N=N[C:48]2[CH:49]=[CH:50][CH:51]=[CH:52][C:47]1=2)=[N+](C)C)C.F[P-](F)(F)(F)(F)F.C(N(CC)CC)C.NC1C=CC=CC=1. Product: [CH2:1]([N:3]([CH2:36][CH3:37])[CH2:4][CH2:5][CH2:6][NH:7][C:8]1[N:9]=[C:10]([C:27]2[CH:28]=[C:29]([CH:33]=[CH:34][CH:35]=2)[C:30]([NH:46][C:47]2[CH:52]=[CH:51][CH:50]=[CH:49][CH:48]=2)=[O:31])[C:11]2[CH:17]=[CH:16][C:15](=[O:18])[N:14]([C:19]3[C:20]([F:26])=[CH:21][CH:22]=[CH:23][C:24]=3[F:25])[C:12]=2[N:13]=1)[CH3:2]. The catalyst class is: 3. (4) Reactant: [CH3:1][O:2][CH2:3][CH2:4][NH:5][C:6]1[C:11]([N+:12]([O-:14])=[O:13])=[CH:10][CH:9]=[CH:8][C:7]=1[O:15][CH3:16].[Br:17]Br.CCOC(C)=O. Product: [Br:17][C:9]1[CH:10]=[C:11]([N+:12]([O-:14])=[O:13])[C:6]([NH:5][CH2:4][CH2:3][O:2][CH3:1])=[C:7]([O:15][CH3:16])[CH:8]=1. The catalyst class is: 15. (5) Reactant: [CH3:1][C:2]1[CH:3]=[C:4]([CH:6]=[C:7](B2OC(C)(C)C(C)(C)O2)[CH:8]=1)[NH2:5].Br[C:19]1[S:23][C:22]([C:24]2([OH:37])[CH2:29][CH2:28][CH:27]([C:30]([O:32][C:33]([CH3:36])([CH3:35])[CH3:34])=[O:31])[CH2:26][CH2:25]2)=[N:21][CH:20]=1.C1(P(C2CCCCC2)C2C=CC=CC=2C2C(C(C)C)=CC(C(C)C)=CC=2C(C)C)CCCCC1.C(=O)([O-])[O-].[Cs+].[Cs+]. The catalyst class is: 552. Product: [NH2:5][C:4]1[CH:6]=[C:7]([C:19]2[S:23][C:22]([C:24]3([OH:37])[CH2:29][CH2:28][CH:27]([C:30]([O:32][C:33]([CH3:36])([CH3:35])[CH3:34])=[O:31])[CH2:26][CH2:25]3)=[N:21][CH:20]=2)[CH:8]=[C:2]([CH3:1])[CH:3]=1.